The task is: Binary Classification. Given a drug SMILES string, predict its activity (active/inactive) in a high-throughput screening assay against a specified biological target.. This data is from Cav3 T-type calcium channel HTS with 100,875 compounds. (1) The compound is OC(c1cc(O)c(O)cc1)CNC. The result is 0 (inactive). (2) The drug is Clc1cc(N(S(=O)(=O)C)CC(=O)NCC2OCCC2)ccc1F. The result is 0 (inactive).